Dataset: Catalyst prediction with 721,799 reactions and 888 catalyst types from USPTO. Task: Predict which catalyst facilitates the given reaction. (1) Reactant: [CH:1]([C:4]1[N:5]=[C:6]([C:13]2[CH:18]=[CH:17][C:16]([C:19]([F:22])([F:21])[F:20])=[CH:15][CH:14]=2)[S:7][C:8]=1[CH:9]([CH3:12])[CH:10]=[O:11])([CH3:3])[CH3:2].[BH4-].[Na+]. Product: [CH:1]([C:4]1[N:5]=[C:6]([C:13]2[CH:14]=[CH:15][C:16]([C:19]([F:21])([F:22])[F:20])=[CH:17][CH:18]=2)[S:7][C:8]=1[CH:9]([CH3:12])[CH2:10][OH:11])([CH3:2])[CH3:3]. The catalyst class is: 8. (2) Reactant: [CH3:1][O:2][C:3]1[CH:4]=[CH:5][C:6]([CH2:12][S:13][CH2:14][C:15]([O:17]C)=[O:16])=[N:7][C:8]=1[N+:9]([O-:11])=[O:10]. Product: [CH3:1][O:2][C:3]1[CH:4]=[CH:5][C:6]([CH2:12][S:13][CH2:14][C:15]([OH:17])=[O:16])=[N:7][C:8]=1[N+:9]([O-:11])=[O:10]. The catalyst class is: 813. (3) Reactant: [NH2:1][C:2]1[C:7]([C:8]([C:10]2[C:15]([O:16][CH3:17])=[CH:14][CH:13]=[C:12]([F:18])[C:11]=2[F:19])=[O:9])=[CH:6][N:5]=[C:4]([NH:20][CH:21]2[CH2:26][CH2:25][N:24]([S:27]([CH2:30][CH2:31][CH2:32]Cl)(=[O:29])=[O:28])[CH2:23][CH2:22]2)[N:3]=1.[NH2:34][CH:35]([CH2:39][CH2:40][OH:41])[CH2:36][CH2:37][OH:38].CCOC(CC(CC(OCC)=O)=O)=O.[H-].[Al+3].[Li+].[H-].[H-].[H-]. Product: [NH2:1][C:2]1[C:7]([C:8]([C:10]2[C:15]([O:16][CH3:17])=[CH:14][CH:13]=[C:12]([F:18])[C:11]=2[F:19])=[O:9])=[CH:6][N:5]=[C:4]([NH:20][CH:21]2[CH2:26][CH2:25][N:24]([S:27]([CH2:30][CH2:31][CH2:32][NH:34][CH:35]([CH2:39][CH2:40][OH:41])[CH2:36][CH2:37][OH:38])(=[O:29])=[O:28])[CH2:23][CH2:22]2)[N:3]=1. The catalyst class is: 27. (4) Reactant: [F:1][C@H:2]1[CH2:19][C@@:17]2([CH3:18])[C@@H:13]([CH2:14][CH2:15][C:16]2=[O:20])[C@H:12]2[C@H:3]1[C:4]1[CH:5]=[CH:6][C:7]([OH:38])=[CH:8][C:9]=1[CH2:10][C@H:11]2[CH2:21][CH2:22][CH2:23][CH2:24][CH2:25][N:26]([CH3:37])[CH2:27][CH2:28][CH2:29][C:30]([F:36])([F:35])[C:31]([F:34])([F:33])[F:32].[BH4-].[Na+]. Product: [F:1][C@H:2]1[CH2:19][C@@:17]2([CH3:18])[C@@H:13]([CH2:14][CH2:15][C@@H:16]2[OH:20])[C@H:12]2[C@H:3]1[C:4]1[CH:5]=[CH:6][C:7]([OH:38])=[CH:8][C:9]=1[CH2:10][C@H:11]2[CH2:21][CH2:22][CH2:23][CH2:24][CH2:25][N:26]([CH3:37])[CH2:27][CH2:28][CH2:29][C:30]([F:35])([F:36])[C:31]([F:32])([F:33])[F:34]. The catalyst class is: 5. (5) Reactant: [C:1]1([CH2:7][SH:8])[CH:6]=[CH:5][CH:4]=[CH:3][CH:2]=1.C(=O)([O-])[O-].[K+].[K+].Cl[C:16]1[C:21]([CH2:22][CH3:23])=[CH:20][C:19]([N+:24]([O-:26])=[O:25])=[CH:18][N:17]=1. Product: [CH2:7]([S:8][C:16]1[C:21]([CH2:22][CH3:23])=[CH:20][C:19]([N+:24]([O-:26])=[O:25])=[CH:18][N:17]=1)[C:1]1[CH:6]=[CH:5][CH:4]=[CH:3][CH:2]=1. The catalyst class is: 7. (6) Reactant: C([N:5]1[C:17]2[C:16]3[N:15]=[CH:14][CH:13]=[CH:12][C:11]=3[N:10]([S:18]([C:21]3[CH:26]=[CH:25][C:24]([C:27]([F:30])([F:29])[F:28])=[CH:23][CH:22]=3)(=[O:20])=[O:19])[CH:9]([CH:31]3[CH2:33][CH2:32]3)[C:8]=2[CH:7]=[N:6]1)(C)(C)C. Product: [CH:31]1([CH:9]2[C:8]3=[CH:7][NH:6][N:5]=[C:17]3[C:16]3[N:15]=[CH:14][CH:13]=[CH:12][C:11]=3[N:10]2[S:18]([C:21]2[CH:26]=[CH:25][C:24]([C:27]([F:30])([F:29])[F:28])=[CH:23][CH:22]=2)(=[O:20])=[O:19])[CH2:32][CH2:33]1. The catalyst class is: 106. (7) Reactant: C([O:5][C:6]([C@H:8]1[CH2:12][CH2:11][CH2:10][N:9]1[C:13](=[O:42])[CH2:14][O:15][C:16]1[CH:21]=[C:20]([C:22]([O:24][CH3:25])=[O:23])[CH:19]=[C:18]([O:26][CH2:27][C:28]([N:30]2[CH2:34][CH2:33][CH2:32][C@@H:31]2[C:35]([O:37]C(C)(C)C)=[O:36])=[O:29])[CH:17]=1)=[O:7])(C)(C)C. Product: [C:35]([C@H:31]1[CH2:32][CH2:33][CH2:34][N:30]1[C:28](=[O:29])[CH2:27][O:26][C:18]1[CH:17]=[C:16]([CH:21]=[C:20]([C:22]([O:24][CH3:25])=[O:23])[CH:19]=1)[O:15][CH2:14][C:13]([N:9]1[CH2:10][CH2:11][CH2:12][C@@H:8]1[C:6]([OH:7])=[O:5])=[O:42])([OH:37])=[O:36]. The catalyst class is: 55. (8) Product: [Cl:11][C:12]1[CH:17]=[CH:16][C:15]([S:18]([CH3:21])(=[O:20])=[O:19])=[C:14]([O:5][CH2:4][CH2:3][O:2][CH3:1])[C:13]=1[CH3:23]. Reactant: [CH3:1][O:2][CH2:3][CH2:4][OH:5].C1COCC1.[Cl:11][C:12]1[CH:17]=[CH:16][C:15]([S:18]([CH3:21])(=[O:20])=[O:19])=[C:14](Cl)[C:13]=1[CH3:23]. The catalyst class is: 13. (9) Reactant: [CH2:1]([O:6][C:7]1[CH:25]=[CH:24][C:10]([CH2:11][O:12][N:13]2C(=O)C3C(=CC=CC=3)C2=O)=[CH:9][CH:8]=1)[CH2:2][CH2:3][CH2:4][CH3:5].CNN. Product: [CH2:1]([O:6][C:7]1[CH:8]=[CH:9][C:10]([CH2:11][O:12][NH2:13])=[CH:24][CH:25]=1)[CH2:2][CH2:3][CH2:4][CH3:5]. The catalyst class is: 4.